Dataset: Forward reaction prediction with 1.9M reactions from USPTO patents (1976-2016). Task: Predict the product of the given reaction. (1) Given the reactants [N:1]1[C:10]2[C:5](=[CH:6][CH:7]=[CH:8][CH:9]=2)[C:4]([C:11]2[CH:12]=[N:13][N:14]3[CH:19]=[C:18]([C:20]([O:22]CC)=[O:21])[CH:17]=[N:16][C:15]=23)=[CH:3][CH:2]=1.[Li+].[OH-].CC(O)=O, predict the reaction product. The product is: [N:1]1[C:10]2[C:5](=[CH:6][CH:7]=[CH:8][CH:9]=2)[C:4]([C:11]2[CH:12]=[N:13][N:14]3[CH:19]=[C:18]([C:20]([OH:22])=[O:21])[CH:17]=[N:16][C:15]=23)=[CH:3][CH:2]=1. (2) The product is: [CH:22]1[C:18]([C:19]([NH:2][C:3]2[C:4]([Cl:10])=[CH:5][N:6]=[CH:7][C:8]=2[Cl:9])=[O:20])=[CH:17][C:16]([O:15][CH2:14][CH:11]2[CH2:12][CH2:13]2)=[C:24]([O:25][CH:26]([F:27])[F:28])[CH:23]=1. Given the reactants [K].[NH2:2][C:3]1[C:8]([Cl:9])=[CH:7][N:6]=[CH:5][C:4]=1[Cl:10].[CH:11]1([CH2:14][O:15][C:16]2[CH:17]=[C:18]([CH:22]=[CH:23][C:24]=2[O:25][CH:26]([F:28])[F:27])[C:19](Cl)=[O:20])[CH2:13][CH2:12]1.Cl, predict the reaction product. (3) Given the reactants [C:1]1(=O)[CH2:6][CH2:5][CH2:4][CH2:3][C:2]1=[O:7].BrBr.[Cl:11][CH2:12][CH2:13][CH2:14][O:15][C:16]1[CH:21]=[CH:20][C:19]([C:22](=[S:24])[NH2:23])=[CH:18][CH:17]=1, predict the reaction product. The product is: [Cl:11][CH2:12][CH2:13][CH2:14][O:15][C:16]1[CH:21]=[CH:20][C:19]([C:22]2[S:24][C:6]3[CH2:5][CH2:4][CH2:3][C:2](=[O:7])[C:1]=3[N:23]=2)=[CH:18][CH:17]=1. (4) Given the reactants CS(O[CH2:6][C:7]1[CH:12]=[CH:11][C:10]([C:13]2[CH:25]=[CH:24][C:16]3[N:17]([CH2:20][CH:21]4[CH2:23][CH2:22]4)[N:18]=[N:19][C:15]=3[C:14]=2[C:26]([F:29])([F:28])[F:27])=[CH:9][CH:8]=1)(=O)=O.Cl.[NH2:31][CH2:32][C:33]([O:35][CH2:36][CH3:37])=[O:34].C(=O)([O-])[O-].[Cs+].[Cs+], predict the reaction product. The product is: [CH:21]1([CH2:20][N:17]2[C:16]3[CH:24]=[CH:25][C:13]([C:10]4[CH:11]=[CH:12][C:7]([CH2:6][NH:31][CH2:32][C:33]([O:35][CH2:36][CH3:37])=[O:34])=[CH:8][CH:9]=4)=[C:14]([C:26]([F:29])([F:27])[F:28])[C:15]=3[N:19]=[N:18]2)[CH2:23][CH2:22]1.